From a dataset of Full USPTO retrosynthesis dataset with 1.9M reactions from patents (1976-2016). Predict the reactants needed to synthesize the given product. Given the product [Cl:1][C:2]1[N:7]=[C:6]([C:8]2[S:45][C:43]([CH:40]3[CH2:41][CH2:42][O:38][CH2:39]3)=[N:44][C:9]=2[C:11]2[C:12]([F:29])=[C:13]([NH:17][S:18]([C:21]3[C:26]([F:27])=[CH:25][CH:24]=[CH:23][C:22]=3[F:28])(=[O:20])=[O:19])[CH:14]=[CH:15][CH:16]=2)[CH:5]=[CH:4][N:3]=1, predict the reactants needed to synthesize it. The reactants are: [Cl:1][C:2]1[N:7]=[C:6]([CH2:8][C:9]([C:11]2[C:12]([F:29])=[C:13]([NH:17][S:18]([C:21]3[C:26]([F:27])=[CH:25][CH:24]=[CH:23][C:22]=3[F:28])(=[O:20])=[O:19])[CH:14]=[CH:15][CH:16]=2)=O)[CH:5]=[CH:4][N:3]=1.C1C(=O)N(Br)C(=O)C1.[O:38]1[CH2:42][CH2:41][CH:40]([C:43](=[S:45])[NH2:44])[CH2:39]1.